Dataset: M1 muscarinic receptor antagonist screen with 61,756 compounds. Task: Binary Classification. Given a drug SMILES string, predict its activity (active/inactive) in a high-throughput screening assay against a specified biological target. The molecule is S(=O)(=O)(CCC(=O)N1CCOCC1)c1cc2n(c(=O)c(=O)n(c2cc1)C)C. The result is 0 (inactive).